Dataset: Reaction yield outcomes from USPTO patents with 853,638 reactions. Task: Predict the reaction yield, written as a fraction of the theoretical maximum amount of product (1.0 means a 100% yield; for example, 0.34 means a 34% yield). (1) The reactants are [C:1]([C:3]1[CH:8]=[CH:7][CH:6]=[CH:5][C:4]=1[C:9]1[CH:14]=[CH:13][C:12]([CH2:15][CH:16]([C:22](=O)[CH2:23][CH2:24][CH3:25])[C:17](OCC)=[O:18])=[C:11]([F:27])[CH:10]=1)#[N:2].[CH3:28][C:29]1[NH:30][C:31]([NH:34][CH:35]2[CH2:40][CH2:39][O:38][CH2:37][CH2:36]2)=[N:32][N:33]=1. No catalyst specified. The product is [F:27][C:11]1[CH:10]=[C:9]([C:4]2[C:3]([C:1]#[N:2])=[CH:8][CH:7]=[CH:6][CH:5]=2)[CH:14]=[CH:13][C:12]=1[CH2:15][C:16]1[C:17](=[O:18])[N:34]([CH:35]2[CH2:40][CH2:39][O:38][CH2:37][CH2:36]2)[C:31]2[N:32]([N:33]=[C:29]([CH3:28])[N:30]=2)[C:22]=1[CH2:23][CH2:24][CH3:25]. The yield is 0.650. (2) The reactants are [C:1]([CH2:4][O:5][C:6]1[CH:11]=[CH:10][C:9]([C:12]2[C:13]3[NH:17][C:16]([CH:18]=[C:19]4[N:54]=[C:22]([C:23]([CH:35]([CH2:45][CH2:46][O:47][P:48]([O:52]C)([O:50]C)=[O:49])[CH2:36][CH2:37][O:38][P:39]([O:43]C)([O:41]C)=[O:40])=[C:24]5[NH:34][C:27](=[CH:28][C:29]6[CH:30]=[CH:31][C:32]=2[N:33]=6)[CH:26]=[CH:25]5)[CH:21]=[CH:20]4)=[CH:15][CH:14]=3)=[CH:8][CH:7]=1)([OH:3])=[O:2].[Si](Br)(C)(C)C. The catalyst is C(Cl)Cl. The product is [C:1]([CH2:4][O:5][C:6]1[CH:7]=[CH:8][C:9]([C:12]2[C:13]3[NH:17][C:16]([CH:18]=[C:19]4[N:54]=[C:22]([C:23]([CH:35]([CH2:36][CH2:37][O:38][P:39]([OH:43])([OH:41])=[O:40])[CH2:45][CH2:46][O:47][P:48]([OH:52])([OH:50])=[O:49])=[C:24]5[NH:34][C:27](=[CH:28][C:29]6[CH:30]=[CH:31][C:32]=2[N:33]=6)[CH:26]=[CH:25]5)[CH:21]=[CH:20]4)=[CH:15][CH:14]=3)=[CH:10][CH:11]=1)([OH:3])=[O:2]. The yield is 0.760. (3) The reactants are [OH:1][C:2]1[CH:6]=[C:5]([C:7]([F:10])([F:9])[F:8])[S:4][C:3]=1[CH2:11][N:12]1[C:20]2[C:15](=[CH:16][CH:17]=[CH:18][CH:19]=2)[C:14]2([C:24]3=[CH:25][C:26]4[O:30][CH2:29][O:28][C:27]=4[CH:31]=[C:23]3[O:22][CH2:21]2)[C:13]1=[O:32].[OH-].[Na+].I[CH3:36]. The catalyst is CN(C)C=O. The product is [CH3:36][O:1][C:2]1[CH:6]=[C:5]([C:7]([F:8])([F:9])[F:10])[S:4][C:3]=1[CH2:11][N:12]1[C:20]2[C:15](=[CH:16][CH:17]=[CH:18][CH:19]=2)[C:14]2([C:24]3=[CH:25][C:26]4[O:30][CH2:29][O:28][C:27]=4[CH:31]=[C:23]3[O:22][CH2:21]2)[C:13]1=[O:32]. The yield is 0.810. (4) The reactants are C(OC([N:8]1[CH2:11][CH:10]([NH:12][C:13]2[CH:14]=[C:15]3[C:24](=[CH:25][C:26]=2[CH3:27])[O:23][CH2:22][C:21]2[N:16]3[C@H:17]([CH3:29])[C:18](=[O:28])[NH:19][N:20]=2)[CH2:9]1)=O)(C)(C)C.C(Cl)Cl.[C:33]([OH:39])([C:35]([F:38])([F:37])[F:36])=[O:34]. No catalyst specified. The product is [F:36][C:35]([F:38])([F:37])[C:33]([OH:39])=[O:34].[NH:8]1[CH2:9][CH:10]([NH:12][C:13]2[CH:14]=[C:15]3[C:24](=[CH:25][C:26]=2[CH3:27])[O:23][CH2:22][C:21]2[N:16]3[C@H:17]([CH3:29])[C:18](=[O:28])[NH:19][N:20]=2)[CH2:11]1. The yield is 0.930. (5) The reactants are FC(F)(F)C(O)=O.C(OC(=O)[NH:14][CH:15]1[CH2:20][CH2:19][N:18]([CH2:21][CH2:22][S:23][C:24]2[CH:25]=[N:26][C:27]3[C:32]([CH:33]=2)=[CH:31][C:30]([O:34][CH3:35])=[CH:29][CH:28]=3)[CH2:17][CH2:16]1)(C)(C)C. The catalyst is ClCCl. The product is [CH3:35][O:34][C:30]1[CH:31]=[C:32]2[C:27](=[CH:28][CH:29]=1)[N:26]=[CH:25][C:24]([S:23][CH2:22][CH2:21][N:18]1[CH2:19][CH2:20][CH:15]([NH2:14])[CH2:16][CH2:17]1)=[CH:33]2. The yield is 0.990.